This data is from NCI-60 drug combinations with 297,098 pairs across 59 cell lines. The task is: Regression. Given two drug SMILES strings and cell line genomic features, predict the synergy score measuring deviation from expected non-interaction effect. (1) Drug 1: C1CCN(CC1)CCOC2=CC=C(C=C2)C(=O)C3=C(SC4=C3C=CC(=C4)O)C5=CC=C(C=C5)O. Drug 2: CCC1(C2=C(COC1=O)C(=O)N3CC4=CC5=C(C=CC(=C5CN(C)C)O)N=C4C3=C2)O.Cl. Cell line: SK-MEL-5. Synergy scores: CSS=10.6, Synergy_ZIP=-2.07, Synergy_Bliss=0.0490, Synergy_Loewe=-21.9, Synergy_HSA=-6.32. (2) Drug 1: C1C(C(OC1N2C=C(C(=O)NC2=O)F)CO)O. Drug 2: CCN(CC)CCCC(C)NC1=C2C=C(C=CC2=NC3=C1C=CC(=C3)Cl)OC. Cell line: UACC62. Synergy scores: CSS=12.8, Synergy_ZIP=-3.23, Synergy_Bliss=0.908, Synergy_Loewe=-6.89, Synergy_HSA=1.18. (3) Drug 1: CN1C2=C(C=C(C=C2)N(CCCl)CCCl)N=C1CCCC(=O)O.Cl. Drug 2: N.N.Cl[Pt+2]Cl. Cell line: NCI-H460. Synergy scores: CSS=44.9, Synergy_ZIP=4.15, Synergy_Bliss=3.87, Synergy_Loewe=-23.5, Synergy_HSA=3.73. (4) Drug 1: C1CCC(CC1)NC(=O)N(CCCl)N=O. Cell line: KM12. Synergy scores: CSS=17.3, Synergy_ZIP=-5.55, Synergy_Bliss=-3.68, Synergy_Loewe=-2.02, Synergy_HSA=-2.31. Drug 2: C#CCC(CC1=CN=C2C(=N1)C(=NC(=N2)N)N)C3=CC=C(C=C3)C(=O)NC(CCC(=O)O)C(=O)O. (5) Drug 1: C1=CN(C(=O)N=C1N)C2C(C(C(O2)CO)O)O.Cl. Drug 2: CCN(CC)CCNC(=O)C1=C(NC(=C1C)C=C2C3=C(C=CC(=C3)F)NC2=O)C. Cell line: HOP-92. Synergy scores: CSS=19.5, Synergy_ZIP=-1.70, Synergy_Bliss=-3.27, Synergy_Loewe=-8.77, Synergy_HSA=-1.11. (6) Drug 1: CC(CN1CC(=O)NC(=O)C1)N2CC(=O)NC(=O)C2. Drug 2: CCCCC(=O)OCC(=O)C1(CC(C2=C(C1)C(=C3C(=C2O)C(=O)C4=C(C3=O)C=CC=C4OC)O)OC5CC(C(C(O5)C)O)NC(=O)C(F)(F)F)O. Cell line: OVCAR-5. Synergy scores: CSS=19.9, Synergy_ZIP=-5.24, Synergy_Bliss=-0.506, Synergy_Loewe=-0.671, Synergy_HSA=-0.465. (7) Drug 1: C(CC(=O)O)C(=O)CN.Cl. Drug 2: C1CN(P(=O)(OC1)NCCCl)CCCl. Cell line: T-47D. Synergy scores: CSS=0.102, Synergy_ZIP=0.546, Synergy_Bliss=-1.95, Synergy_Loewe=-0.339, Synergy_HSA=-4.13. (8) Drug 1: CC(C1=C(C=CC(=C1Cl)F)Cl)OC2=C(N=CC(=C2)C3=CN(N=C3)C4CCNCC4)N. Drug 2: CS(=O)(=O)OCCCCOS(=O)(=O)C. Cell line: U251. Synergy scores: CSS=11.0, Synergy_ZIP=-4.78, Synergy_Bliss=-3.13, Synergy_Loewe=-4.25, Synergy_HSA=-3.21. (9) Drug 1: C#CCC(CC1=CN=C2C(=N1)C(=NC(=N2)N)N)C3=CC=C(C=C3)C(=O)NC(CCC(=O)O)C(=O)O. Drug 2: C(CN)CNCCSP(=O)(O)O. Cell line: SK-MEL-2. Synergy scores: CSS=0.0720, Synergy_ZIP=8.61, Synergy_Bliss=11.7, Synergy_Loewe=5.75, Synergy_HSA=4.69. (10) Drug 1: C1=NC2=C(N1)C(=S)N=C(N2)N. Drug 2: CN(CCCl)CCCl.Cl. Cell line: UO-31. Synergy scores: CSS=19.9, Synergy_ZIP=-5.96, Synergy_Bliss=-3.49, Synergy_Loewe=-10.3, Synergy_HSA=-2.64.